Dataset: Full USPTO retrosynthesis dataset with 1.9M reactions from patents (1976-2016). Task: Predict the reactants needed to synthesize the given product. Given the product [NH2:14][C:15]1[CH:20]=[CH:19][C:18]([N:21]2[CH2:26][CH2:25][CH2:24][CH:23]([O:27][Si:1]([C:4]([CH3:7])([CH3:6])[CH3:5])([CH3:3])[CH3:2])[C:22]2=[O:28])=[CH:17][C:16]=1[F:29], predict the reactants needed to synthesize it. The reactants are: [Si:1](Cl)([C:4]([CH3:7])([CH3:6])[CH3:5])([CH3:3])[CH3:2].N1C=CN=C1.[NH2:14][C:15]1[CH:20]=[CH:19][C:18]([N:21]2[CH2:26][CH2:25][CH2:24][CH:23]([OH:27])[C:22]2=[O:28])=[CH:17][C:16]=1[F:29].